Dataset: Catalyst prediction with 721,799 reactions and 888 catalyst types from USPTO. Task: Predict which catalyst facilitates the given reaction. (1) Reactant: [C:1]1([S:7]([C:10]2[CH:11]=[N:12][C:13]3[C:18]([CH:19]=2)=[CH:17][CH:16]=[CH:15][C:14]=3[N:20]2[CH2:24][CH2:23][C@H:22]3[CH2:25][N:26](C(OCC)=O)[CH2:27][C@@H:21]23)(=[O:9])=[O:8])[CH:6]=[CH:5][CH:4]=[CH:3][CH:2]=1.C[Si](I)(C)C.CO. Product: [N:20]1([C:14]2[CH:15]=[CH:16][CH:17]=[C:18]3[C:13]=2[N:12]=[CH:11][C:10]([S:7]([C:1]2[CH:6]=[CH:5][CH:4]=[CH:3][CH:2]=2)(=[O:8])=[O:9])=[CH:19]3)[CH2:24][CH2:23][C@H:22]2[CH2:25][NH:26][CH2:27][C@@H:21]12. The catalyst class is: 22. (2) Reactant: [NH:1]1[CH:5]=[C:4]([B:6]2[O:14][C:11]([CH3:13])([CH3:12])[C:8]([CH3:10])([CH3:9])[O:7]2)[CH:3]=[N:2]1.C([O-])([O-])=O.[K+].[K+].I[CH:22]([CH3:24])[CH3:23]. Product: [CH:22]([N:2]1[CH:3]=[C:4]([B:6]2[O:7][C:8]([CH3:9])([CH3:10])[C:11]([CH3:13])([CH3:12])[O:14]2)[CH:5]=[N:1]1)([CH3:24])[CH3:23]. The catalyst class is: 23.